Dataset: Forward reaction prediction with 1.9M reactions from USPTO patents (1976-2016). Task: Predict the product of the given reaction. (1) Given the reactants [Cl:1][C:2]1[C:7]([C:8]2[N:9]=[C:10]([C:20]([CH3:23])([CH3:22])[CH3:21])[S:11][C:12]=2[C:13]2[CH:18]=[CH:17][N:16]=[C:15](Cl)[N:14]=2)=[CH:6][CH:5]=[CH:4][C:3]=1[NH:24][S:25]([C:28]1[O:29][CH:30]=[CH:31][CH:32]=1)(=[O:27])=[O:26].C([O-])=O.[NH4+], predict the reaction product. The product is: [Cl:1][C:2]1[C:7]([C:8]2[N:9]=[C:10]([C:20]([CH3:22])([CH3:23])[CH3:21])[S:11][C:12]=2[C:13]2[CH:18]=[CH:17][N:16]=[CH:15][N:14]=2)=[CH:6][CH:5]=[CH:4][C:3]=1[NH:24][S:25]([C:28]1[O:29][CH:30]=[CH:31][CH:32]=1)(=[O:27])=[O:26]. (2) Given the reactants C([O:3][C:4](=[O:22])[C@@H:5]([O:20][CH3:21])[CH2:6][C:7]1[CH:12]=[CH:11][C:10]([O:13][C:14]([C:17]([OH:19])=O)([CH3:16])[CH3:15])=[CH:9][CH:8]=1)C.[F:23][C:24]1[CH:29]=[CH:28][CH:27]=[CH:26][C:25]=1[CH2:30][CH2:31][NH2:32].C(O[C@@H](CC1C=CC(O[C@@H](C(=O)NCCC2C=CC(OC3C=CC=CC=3)=CC=2)C)=CC=1)C(O)=O)C, predict the reaction product. The product is: [F:23][C:24]1[CH:29]=[CH:28][CH:27]=[CH:26][C:25]=1[CH2:30][CH2:31][NH:32][C:17]([C:14]([CH3:15])([O:13][C:10]1[CH:9]=[CH:8][C:7]([CH2:6][C@H:5]([O:20][CH3:21])[C:4]([OH:3])=[O:22])=[CH:12][CH:11]=1)[CH3:16])=[O:19]. (3) Given the reactants [S-:1][C:2]#[N:3].[K+].[NH2:5][C:6]1[CH:25]=[CH:24][C:9]([O:10][C:11]2[CH:12]=[C:13]([NH:17][C:18](=[O:23])[C:19]([F:22])([F:21])[F:20])[CH:14]=[CH:15][CH:16]=2)=[C:8]([N+:26]([O-:28])=[O:27])[CH:7]=1.BrBr, predict the reaction product. The product is: [NH2:3][C:2]1[S:1][C:7]2[C:8]([N+:26]([O-:28])=[O:27])=[C:9]([O:10][C:11]3[CH:12]=[C:13]([NH:17][C:18](=[O:23])[C:19]([F:22])([F:20])[F:21])[CH:14]=[CH:15][CH:16]=3)[CH:24]=[CH:25][C:6]=2[N:5]=1. (4) Given the reactants [CH3:1][O:2][C:3](=[O:11])[CH2:4][CH2:5][C@@H:6]([C:8]([OH:10])=[O:9])[NH2:7].C(N(CC)CC)C.[C:19](O[C:19]([O:21][C:22]([CH3:25])([CH3:24])[CH3:23])=[O:20])([O:21][C:22]([CH3:25])([CH3:24])[CH3:23])=[O:20], predict the reaction product. The product is: [C:22]([O:21][C:19]([NH:7][C@@H:6]([CH2:5][CH2:4][C:3]([O:2][CH3:1])=[O:11])[C:8]([OH:10])=[O:9])=[O:20])([CH3:25])([CH3:24])[CH3:23].